Dataset: NCI-60 drug combinations with 297,098 pairs across 59 cell lines. Task: Regression. Given two drug SMILES strings and cell line genomic features, predict the synergy score measuring deviation from expected non-interaction effect. (1) Synergy scores: CSS=31.8, Synergy_ZIP=5.26, Synergy_Bliss=5.56, Synergy_Loewe=-47.8, Synergy_HSA=2.50. Drug 1: CC1OCC2C(O1)C(C(C(O2)OC3C4COC(=O)C4C(C5=CC6=C(C=C35)OCO6)C7=CC(=C(C(=C7)OC)O)OC)O)O. Cell line: HT29. Drug 2: CN1C(=O)N2C=NC(=C2N=N1)C(=O)N. (2) Drug 1: CC(CN1CC(=O)NC(=O)C1)N2CC(=O)NC(=O)C2. Drug 2: C(CCl)NC(=O)N(CCCl)N=O. Cell line: SF-295. Synergy scores: CSS=32.2, Synergy_ZIP=-9.04, Synergy_Bliss=0.257, Synergy_Loewe=0.350, Synergy_HSA=2.03. (3) Drug 1: C1=C(C(=O)NC(=O)N1)N(CCCl)CCCl. Drug 2: C1=CC=C(C=C1)NC(=O)CCCCCCC(=O)NO. Cell line: HOP-62. Synergy scores: CSS=59.5, Synergy_ZIP=3.40, Synergy_Bliss=8.69, Synergy_Loewe=8.28, Synergy_HSA=8.71. (4) Drug 1: C1CC(C1)(C(=O)O)C(=O)O.[NH2-].[NH2-].[Pt+2]. Drug 2: CCCCC(=O)OCC(=O)C1(CC(C2=C(C1)C(=C3C(=C2O)C(=O)C4=C(C3=O)C=CC=C4OC)O)OC5CC(C(C(O5)C)O)NC(=O)C(F)(F)F)O. Cell line: NCI/ADR-RES. Synergy scores: CSS=9.10, Synergy_ZIP=5.75, Synergy_Bliss=8.53, Synergy_Loewe=-3.74, Synergy_HSA=2.29.